From a dataset of Catalyst prediction with 721,799 reactions and 888 catalyst types from USPTO. Predict which catalyst facilitates the given reaction. (1) Reactant: C(OC([N:8]([C@@H:16]1[CH2:22][CH2:21][C@@H:20]([C:23]2[CH:28]=[CH:27][CH:26]=[C:25]([F:29])[C:24]=2[F:30])[CH2:19][N:18]([CH2:31][C:32]([OH:35])([CH3:34])[CH3:33])[C:17]1=[O:36])C(OC(C)(C)C)=O)=O)(C)(C)C.[F:37][C:38]([F:43])([F:42])[C:39]([OH:41])=[O:40]. Product: [NH2:8][C@@H:16]1[CH2:22][CH2:21][C@@H:20]([C:23]2[CH:28]=[CH:27][CH:26]=[C:25]([F:29])[C:24]=2[F:30])[CH2:19][N:18]([CH2:31][C:32]([OH:35])([CH3:33])[CH3:34])[C:17]1=[O:36].[C:39]([OH:41])([C:38]([F:43])([F:42])[F:37])=[O:40]. The catalyst class is: 2. (2) Reactant: [Cl:1][C:2]1[CH:7]=[CH:6][CH:5]=[C:4]([F:8])[C:3]=1[N:9]([C:17](=[O:20])[CH2:18]Cl)[C:10]1[CH:15]=[CH:14][C:13]([CH3:16])=[CH:12][CH:11]=1.[Cl-].[Al+3].[Cl-].[Cl-].Cl.O. Product: [Cl:1][C:2]1[CH:7]=[CH:6][CH:5]=[C:4]([F:8])[C:3]=1[N:9]1[C:10]2[C:15](=[CH:14][C:13]([CH3:16])=[CH:12][CH:11]=2)[CH2:18][C:17]1=[O:20]. The catalyst class is: 262.